From a dataset of Full USPTO retrosynthesis dataset with 1.9M reactions from patents (1976-2016). Predict the reactants needed to synthesize the given product. (1) Given the product [CH:9]1([NH:12][CH:2]2[CH2:7][CH2:6][CH:5]([OH:8])[CH2:4][CH2:3]2)[CH2:11][CH2:10]1, predict the reactants needed to synthesize it. The reactants are: O[CH:2]1[CH2:7][CH2:6][C:5](=[O:8])[CH2:4][CH2:3]1.[CH:9]1([NH2:12])[CH2:11][CH2:10]1.[BH-](OC(C)=O)(OC(C)=O)OC(C)=O.[Na+].C(O)(=O)C.[OH-].[Na+]. (2) Given the product [I:11][C:6]1[CH:5]=[CH:4][N:3]=[C:2]2[O:10][CH2:9][CH2:8][C:7]=12, predict the reactants needed to synthesize it. The reactants are: F[C:2]1[C:7]([CH2:8][CH2:9][OH:10])=[C:6]([I:11])[CH:5]=[CH:4][N:3]=1.[O-]P([O-])([O-])=O.[K+].[K+].[K+].